Binary Classification. Given a miRNA mature sequence and a target amino acid sequence, predict their likelihood of interaction. From a dataset of Experimentally validated miRNA-target interactions with 360,000+ pairs, plus equal number of negative samples. (1) The miRNA is hsa-miR-548f-3p with sequence AAAAACUGUAAUUACUUUU. The protein sequence of the target gene is MTAGSVCVPQIIPLRVPQPGKANHEIDNNTLLEMKSDTPDVNIYYTLDGSKPEFLKRIGYGENNTFKYIKPITLPDGKIQVKAIAVSKDCRQSGIVTKVFHVDYEPPNIVSPEDNVENVLKDSSRQEFKNGFVGSKLKKKYKNSENQRSWNVNLRKFPESPLEIPAYGGGSGSRPPTRQSQSPGFAHVSGQKCLTSTEIMRIQRETDFLKCAHCLAPRPSDPFARFCQECGSPVPPIFGCRLPPPEGAQMGLCAECRSLVPMNTPICVVCEAPLALQLQPQASLHLKEKVICRACGTGNP.... Result: 0 (no interaction). (2) The miRNA is rno-miR-206-3p with sequence UGGAAUGUAAGGAAGUGUGUGG. The protein sequence of the target gene is MALNNFLFAQCACYFLAFLFSFVVVVPLSENGHDFRGRCLLFTEGMWLSANLTVQERERFTVQEWGPPAACRFSLLASLLSLLLAAAHAWRTLFFLCKGHEGSFFSAFLNLLVSAFVVFLVFIASTIVSVGFTMWCDTITEKGTVPHSCEELQDIDLELGVDNSAFYDQFAIAQFGLWASWLAWLAITTLAFLKVYHNYRQEDLLDSLIHEKELLLARPSPRTSFQEEKSAVI. Result: 0 (no interaction). (3) The miRNA is mmu-miR-698-3p with sequence CAUUCUCGUUUCCUUCCCU. The protein sequence of the target gene is MGAHLTRRYLWDASVEPDPEKIPSFPPDLGFPERKERVMVATQQEMMDAQLTLQQRDYCAHYLIRLLKCKRDSFPNFLACKHEQHDWDYCEHLDYVKRMKEFERERRLLQRKKRRALKEARVAQGQGEGEVGPEVAL. Result: 0 (no interaction).